From a dataset of Catalyst prediction with 721,799 reactions and 888 catalyst types from USPTO. Predict which catalyst facilitates the given reaction. (1) Reactant: [Br:1][CH2:2][C:3]1[C:4]([CH3:10])=[N:5][N:6]([CH3:9])[N+:7]=1[O-].P(Cl)(Cl)Cl. Product: [Br:1][CH2:2][C:3]1[C:4]([CH3:10])=[N:5][N:6]([CH3:9])[N:7]=1. The catalyst class is: 53. (2) Reactant: CC1C(C[S@:9]([C:11]2[NH:19][C:18]3[C:13](=[CH:14][CH:15]=[CH:16][CH:17]=3)[N:12]=2)=O)=NC=CC=1OCC(F)(F)F. Product: [CH:15]1[CH:14]=[C:13]2[NH:12][C:11]([NH:19][C:18]2=[CH:17][CH:16]=1)=[S:9]. The catalyst class is: 8.